Dataset: NCI-60 drug combinations with 297,098 pairs across 59 cell lines. Task: Regression. Given two drug SMILES strings and cell line genomic features, predict the synergy score measuring deviation from expected non-interaction effect. (1) Drug 1: CCN(CC)CCCC(C)NC1=C2C=C(C=CC2=NC3=C1C=CC(=C3)Cl)OC. Drug 2: C(CCl)NC(=O)N(CCCl)N=O. Cell line: IGROV1. Synergy scores: CSS=6.19, Synergy_ZIP=-0.657, Synergy_Bliss=1.55, Synergy_Loewe=-3.57, Synergy_HSA=-3.03. (2) Drug 1: CC1=C2C(C(=O)C3(C(CC4C(C3C(C(C2(C)C)(CC1OC(=O)C(C(C5=CC=CC=C5)NC(=O)C6=CC=CC=C6)O)O)OC(=O)C7=CC=CC=C7)(CO4)OC(=O)C)O)C)OC(=O)C. Drug 2: C1=NC(=NC(=O)N1C2C(C(C(O2)CO)O)O)N. Cell line: 786-0. Synergy scores: CSS=20.6, Synergy_ZIP=-7.08, Synergy_Bliss=-1.06, Synergy_Loewe=-3.40, Synergy_HSA=-1.40. (3) Drug 1: CN(C)N=NC1=C(NC=N1)C(=O)N. Drug 2: CC1=C(C=C(C=C1)NC(=O)C2=CC=C(C=C2)CN3CCN(CC3)C)NC4=NC=CC(=N4)C5=CN=CC=C5. Cell line: SF-295. Synergy scores: CSS=8.67, Synergy_ZIP=-1.40, Synergy_Bliss=1.79, Synergy_Loewe=0.460, Synergy_HSA=0.436.